Dataset: Full USPTO retrosynthesis dataset with 1.9M reactions from patents (1976-2016). Task: Predict the reactants needed to synthesize the given product. Given the product [Cl:1][C:2]1[CH:6]=[C:5]([N:26]2[CH:27]=[N:36][CH:35]=[N:25]2)[S:4][C:3]=1[C:8]1[N:12]2[N:13]=[C:14]([CH3:22])[CH:15]=[C:16]([CH:17]([CH2:20][CH3:21])[CH2:18][CH3:19])[C:11]2=[N:10][C:9]=1[CH3:23], predict the reactants needed to synthesize it. The reactants are: [Cl:1][C:2]1[CH:6]=[C:5](I)[S:4][C:3]=1[C:8]1[N:12]2[N:13]=[C:14]([CH3:22])[CH:15]=[C:16]([CH:17]([CH2:20][CH3:21])[CH2:18][CH3:19])[C:11]2=[N:10][C:9]=1[CH3:23].N1C=[CH:27][N:26]=[N:25]1.C([O-])([O-])=O.[Cs+].[Cs+].[CH3:35][NH:36][C@H]1CCCC[C@@H]1NC.